This data is from Forward reaction prediction with 1.9M reactions from USPTO patents (1976-2016). The task is: Predict the product of the given reaction. (1) The product is: [OH:20][CH2:19][C:18]([N:22]1[CH2:27][CH2:26][N:25]([CH2:2][C:3]2[CH:8]=[CH:7][N:6]=[C:5]([NH:9][C:10]3[S:11][C:12]([C:15]#[N:16])=[CH:13][N:14]=3)[CH:4]=2)[CH2:24][CH2:23]1)=[O:21]. Given the reactants Cl[CH2:2][C:3]1[CH:8]=[CH:7][N:6]=[C:5]([NH:9][C:10]2[S:11][C:12]([C:15]#[N:16])=[CH:13][N:14]=2)[CH:4]=1.Cl.[C:18]([N:22]1[CH2:27][CH2:26][NH:25][CH2:24][CH2:23]1)(=[O:21])[CH2:19][OH:20].C(N(C(C)C)CC)(C)C, predict the reaction product. (2) Given the reactants [CH:1]1([NH:4][C:5]2[CH:6]=[CH:7][C:8]([C:16]([OH:18])=O)=[N:9][C:10]=2[O:11][CH2:12][CH:13]2[CH2:15][CH2:14]2)[CH2:3][CH2:2]1.[NH2:19][C:20]([CH3:24])([CH3:23])[CH2:21][OH:22], predict the reaction product. The product is: [OH:22][CH2:21][C:20]([NH:19][C:16]([C:8]1[CH:7]=[CH:6][C:5]([NH:4][CH:1]2[CH2:2][CH2:3]2)=[C:10]([O:11][CH2:12][CH:13]2[CH2:14][CH2:15]2)[N:9]=1)=[O:18])([CH3:24])[CH3:23]. (3) Given the reactants Br[C:2]1[CH:7]=[C:6]([C:8]([F:11])([F:10])[F:9])[CH:5]=[C:4]([F:12])[CH:3]=1.[OH:13][CH:14]1[CH2:18][CH2:17][NH:16][CH2:15]1.C(=O)([O-])[O-].[Cs+].[Cs+], predict the reaction product. The product is: [F:12][C:4]1[CH:3]=[C:2]([N:16]2[CH2:17][CH2:18][CH:14]([OH:13])[CH2:15]2)[CH:7]=[C:6]([C:8]([F:11])([F:10])[F:9])[CH:5]=1. (4) Given the reactants C([N:8]1[CH2:13][CH2:12][C:11]([NH:17][CH:18]([CH3:20])[CH3:19])([C:14]([NH2:16])=[O:15])[CH2:10][CH2:9]1)C1C=CC=CC=1.C(O)=O, predict the reaction product. The product is: [C:14]([C:11]1([NH:17][CH:18]([CH3:20])[CH3:19])[CH2:12][CH2:13][NH:8][CH2:9][CH2:10]1)(=[O:15])[NH2:16]. (5) Given the reactants [C:1](=[O:6])([O:4][CH3:5])[O:2][CH3:3].OC(C)(C)C(OC)=O, predict the reaction product. The product is: [C:1](=[O:4])=[O:2].[C:1](=[O:6])([O:4][CH3:5])[O:2][CH3:3].